From a dataset of Full USPTO retrosynthesis dataset with 1.9M reactions from patents (1976-2016). Predict the reactants needed to synthesize the given product. Given the product [F:26][C:24]1[CH:23]=[C:22]([F:27])[CH:21]=[C:20]2[C:25]=1[C:16]([NH:14][C:3]1[C:2]([I:1])=[CH:7][N:6]=[C:5]([N:8]3[CH2:9][CH2:10][O:11][CH2:12][CH2:13]3)[CH:4]=1)=[C:17]([CH3:34])[C:18]([C:28]1[CH:33]=[CH:32][CH:31]=[CH:30][N:29]=1)=[N:19]2, predict the reactants needed to synthesize it. The reactants are: [I:1][C:2]1[C:3]([NH2:14])=[CH:4][C:5]([N:8]2[CH2:13][CH2:12][O:11][CH2:10][CH2:9]2)=[N:6][CH:7]=1.Cl[C:16]1[C:25]2[C:20](=[CH:21][C:22]([F:27])=[CH:23][C:24]=2[F:26])[N:19]=[C:18]([C:28]2[CH:33]=[CH:32][CH:31]=[CH:30][N:29]=2)[C:17]=1[CH3:34].[H-].[Na+].O.